Dataset: Reaction yield outcomes from USPTO patents with 853,638 reactions. Task: Predict the reaction yield, written as a fraction of the theoretical maximum amount of product (1.0 means a 100% yield; for example, 0.34 means a 34% yield). (1) The reactants are [H-].[Na+].[C:3]([CH2:5]P(=O)(OCC)OCC)#[N:4].[CH3:14][C:15]1([S:18]([N:21]2[CH2:24][C:23](=O)[CH2:22]2)(=[O:20])=[O:19])[CH2:17][CH2:16]1.[Na+].[Cl-]. The catalyst is O1CCCC1.O. The product is [CH3:14][C:15]1([S:18]([N:21]2[CH2:24][C:23](=[CH:5][C:3]#[N:4])[CH2:22]2)(=[O:19])=[O:20])[CH2:17][CH2:16]1. The yield is 1.00. (2) The reactants are [F:1][C:2]([F:13])([F:12])[C:3]1[CH:8]=[CH:7][C:6](B(O)O)=[CH:5][CH:4]=1.Br[C:15]1[CH:16]=[CH:17][C:18]2[O:22][C:21]([N:23]3[CH:29]4[CH2:30][CH2:31][N:26]([CH2:27][CH2:28]4)[CH2:25][CH2:24]3)=[N:20][C:19]=2[CH:32]=1. No catalyst specified. The product is [F:1][C:2]([F:13])([F:12])[C:3]1[CH:8]=[CH:7][C:6]([C:15]2[CH:16]=[CH:17][C:18]3[O:22][C:21]([N:23]4[CH:29]5[CH2:28][CH2:27][N:26]([CH2:31][CH2:30]5)[CH2:25][CH2:24]4)=[N:20][C:19]=3[CH:32]=2)=[CH:5][CH:4]=1. The yield is 0.540. (3) The reactants are [CH3:1][C:2]1([CH3:13])[CH2:11][CH2:10][CH:9]([OH:12])[C:8]2[N:7]=[CH:6][CH:5]=[CH:4][C:3]1=2. The catalyst is ClCCl.[O-2].[Mn+4].[O-2]. The product is [CH3:1][C:2]1([CH3:13])[CH2:11][CH2:10][C:9](=[O:12])[C:8]2[N:7]=[CH:6][CH:5]=[CH:4][C:3]1=2. The yield is 0.830.